This data is from Full USPTO retrosynthesis dataset with 1.9M reactions from patents (1976-2016). The task is: Predict the reactants needed to synthesize the given product. Given the product [CH3:38][O:39][C:40](=[O:44])[CH2:41][N:42]([CH2:6][CH2:7][C@H:8]([NH:15][C:16]([C@H:18]1[N:22]([S:23]([C:26]2[CH:27]=[CH:28][C:29]([C:32]3[CH:37]=[CH:36][CH:35]=[CH:34][CH:33]=3)=[CH:30][CH:31]=2)(=[O:25])=[O:24])[CH2:21][CH2:20][S:19]1)=[O:17])[C:9]1[CH:14]=[CH:13][CH:12]=[CH:11][CH:10]=1)[CH3:43], predict the reactants needed to synthesize it. The reactants are: CS(O[CH2:6][CH2:7][C@H:8]([NH:15][C:16]([C@H:18]1[N:22]([S:23]([C:26]2[CH:31]=[CH:30][C:29]([C:32]3[CH:37]=[CH:36][CH:35]=[CH:34][CH:33]=3)=[CH:28][CH:27]=2)(=[O:25])=[O:24])[CH2:21][CH2:20][S:19]1)=[O:17])[C:9]1[CH:14]=[CH:13][CH:12]=[CH:11][CH:10]=1)(=O)=O.[CH3:38][O:39][C:40](=[O:44])[CH2:41][NH:42][CH3:43].